From a dataset of Reaction yield outcomes from USPTO patents with 853,638 reactions. Predict the reaction yield, written as a fraction of the theoretical maximum amount of product (1.0 means a 100% yield; for example, 0.34 means a 34% yield). (1) The reactants are [Br:1][C:2]1[CH:3]=[C:4]([CH:8]([O:23][CH3:24])[C:9]2[CH:10]=[C:11]([CH2:14][O:15][Si](C(C)(C)C)(C)C)[S:12][CH:13]=2)[CH:5]=[CH:6][CH:7]=1.[NH4+].[Cl-]. The catalyst is Cl.CCO.O=[Mn]=O. The product is [Br:1][C:2]1[CH:3]=[C:4]([CH:8]([O:23][CH3:24])[C:9]2[CH:10]=[C:11]([CH:14]=[O:15])[S:12][CH:13]=2)[CH:5]=[CH:6][CH:7]=1. The yield is 0.710. (2) The reactants are C(O[C:5](=[O:7])[CH3:6])(=O)C.[N+:8]([C:11]1[CH:16]=[C:15]([N+:17]([O-:19])=[O:18])[CH:14]=[CH:13][C:12]=1[S:20][C:21]1[CH:27]=[CH:26][CH:25]=[CH:24][C:22]=1[NH2:23])([O-:10])=[O:9]. The catalyst is N1C=CC=CC=1. The product is [N+:8]([C:11]1[CH:16]=[C:15]([N+:17]([O-:19])=[O:18])[CH:14]=[CH:13][C:12]=1[S:20][C:21]1[CH:27]=[CH:26][CH:25]=[CH:24][C:22]=1[NH:23][C:5](=[O:7])[CH3:6])([O-:10])=[O:9]. The yield is 0.960. (3) The reactants are [C:1]([C:5]1[CH:6]=[C:7]2[C:12](=[C:13]([F:15])[CH:14]=1)[C:11](=[O:16])[NH:10][N:9]=[CH:8]2)([CH3:4])([CH3:3])[CH3:2].[Br:17][C:18]1[CH:19]=[N:20][CH:21]=[C:22](Br)[C:23]=1[CH:24]=[O:25].COC1C2C(=C3C(=CC=2)C(OC)=CC=N3)N=CC=1.C([O-])([O-])=O.[Cs+].[Cs+]. The catalyst is [Cu]I.O1CCOCC1. The product is [Br:17][C:18]1[CH:19]=[N:20][CH:21]=[C:22]([N:10]2[N:9]=[CH:8][C:7]3[C:12](=[C:13]([F:15])[CH:14]=[C:5]([C:1]([CH3:4])([CH3:2])[CH3:3])[CH:6]=3)[C:11]2=[O:16])[C:23]=1[CH:24]=[O:25]. The yield is 0.293. (4) The reactants are [F:1][C:2]1[CH:7]=[CH:6][C:5]([S:8](Cl)(=O)=O)=[C:4]([C:12]([F:15])([F:14])[F:13])[CH:3]=1.O. The catalyst is O1CCOCC1. The product is [F:1][C:2]1[CH:7]=[CH:6][C:5]([SH:8])=[C:4]([C:12]([F:15])([F:13])[F:14])[CH:3]=1. The yield is 0.850. (5) The reactants are [CH:1]1([CH2:6][CH:7]([C:11]2[CH:16]=[CH:15][C:14]([O:17][CH3:18])=[CH:13][CH:12]=2)[C:8]([OH:10])=O)[CH2:5][CH2:4][CH2:3][CH2:2]1.C(Cl)(=O)C(Cl)=O.[NH2:25][C:26]1[S:27][CH:28]=[CH:29][N:30]=1.C(N(CC)C(C)C)(C)C. The yield is 0.958. The product is [CH:1]1([CH2:6][CH:7]([C:11]2[CH:16]=[CH:15][C:14]([O:17][CH3:18])=[CH:13][CH:12]=2)[C:8]([NH:25][C:26]2[S:27][CH:28]=[CH:29][N:30]=2)=[O:10])[CH2:2][CH2:3][CH2:4][CH2:5]1. The catalyst is C(Cl)Cl.CN(C)C=O.O1CCCC1. (6) The reactants are C([N:8]1[CH2:13][CH2:12][C:11]([OH:15])([OH:14])[C:10]([F:17])([F:16])[CH2:9]1)C1C=CC=CC=1.[C:26](O[C:26]([O:28][C:29]([CH3:32])([CH3:31])[CH3:30])=[O:27])([O:28][C:29]([CH3:32])([CH3:31])[CH3:30])=[O:27]. The catalyst is [Pd].C(O)C. The product is [F:16][C:10]1([F:17])[C:11]([OH:15])([OH:14])[CH2:12][CH2:13][N:8]([C:26]([O:28][C:29]([CH3:30])([CH3:31])[CH3:32])=[O:27])[CH2:9]1. The yield is 1.00.